The task is: Predict the product of the given reaction.. This data is from Forward reaction prediction with 1.9M reactions from USPTO patents (1976-2016). (1) Given the reactants [C:1]([O:5][C:6]([N:8]1[CH2:14][CH2:13][C:12]2[C:15]([S:20][C:21](=O)N(C)C)=[C:16]([Cl:19])[CH:17]=[CH:18][C:11]=2[CH2:10][CH2:9]1)=[O:7])([CH3:4])([CH3:3])[CH3:2].[Br:26][C:27]1[CH:32]=[C:31](CBr)[CH:30]=[CH:29][C:28]=1[Cl:35], predict the reaction product. The product is: [Br:26][C:27]1[CH:32]=[C:31]([CH:30]=[CH:29][C:28]=1[Cl:35])[CH2:21][S:20][C:15]1[C:12]2[CH2:13][CH2:14][N:8]([C:6]([O:5][C:1]([CH3:4])([CH3:3])[CH3:2])=[O:7])[CH2:9][CH2:10][C:11]=2[CH:18]=[CH:17][C:16]=1[Cl:19]. (2) Given the reactants [S:1]1[C:5]2[NH:6][CH:7]=[C:8]([CH2:9][CH2:10][NH2:11])[C:4]=2[CH:3]=[CH:2]1.C([O-])([O-])=O.[K+].[K+].[C:18]([O:22][C:23](O[C:23]([O:22][C:18]([CH3:21])([CH3:20])[CH3:19])=[O:24])=[O:24])([CH3:21])([CH3:20])[CH3:19], predict the reaction product. The product is: [C:18]([O:22][C:23]([NH:11][CH2:10][CH2:9][C:8]1[C:4]2[CH:3]=[CH:2][S:1][C:5]=2[NH:6][CH:7]=1)=[O:24])([CH3:21])([CH3:20])[CH3:19]. (3) The product is: [CH2:15]([O:16][C:17]([C:19]1[S:20][CH:11]=[C:10]([C:7]2[CH:8]=[CH:9][C:4]([NH2:1])=[CH:5][CH:6]=2)[N:21]=1)=[O:18])[CH3:14]. Given the reactants [N+:1]([C:4]1[CH:9]=[CH:8][C:7]([C:10](=O)[CH2:11]Br)=[CH:6][CH:5]=1)([O-])=O.[CH3:14][CH2:15][O:16][C:17]([C:19]([NH2:21])=[S:20])=[O:18], predict the reaction product. (4) Given the reactants [C:1]1(=[N:5][N:6]2[C:15]3[C:10](=[CH:11][CH:12]=[CH:13][CH:14]=3)[C:9]([OH:16])=[C:8]([C:17]3[NH:22][C:21]4[CH:23]=[CH:24][CH:25]=[CH:26][C:20]=4[S:19](=[O:28])(=[O:27])[N:18]=3)[C:7]2=[O:29])[CH2:4][CH2:3][CH2:2]1.CO.[BH4-].[Li+].Cl, predict the reaction product. The product is: [CH:1]1([NH:5][N:6]2[C:15]3[C:10](=[CH:11][CH:12]=[CH:13][CH:14]=3)[C:9]([OH:16])=[C:8]([C:17]3[NH:22][C:21]4[CH:23]=[CH:24][CH:25]=[CH:26][C:20]=4[S:19](=[O:27])(=[O:28])[N:18]=3)[C:7]2=[O:29])[CH2:2][CH2:3][CH2:4]1. (5) Given the reactants [CH2:1]([O:8][C:9]1[CH:10]=[CH:11][C:12]([CH2:16][N:17]2[C:25]3[C:20](=[C:21]([N+:26]([O-:28])=[O:27])[CH:22]=[CH:23][CH:24]=3)[C:19](Br)=[N:18]2)=[N:13][C:14]=1[CH3:15])[C:2]1[CH:7]=[CH:6][CH:5]=[CH:4][CH:3]=1.[CH:30]1(B(O)O)[CH2:32][CH2:31]1.C([O-])([O-])=O.[K+].[K+].C1(P(C2CCCCC2)C2C=CC=CC=2C2C(OC)=CC=C(S([O-])(=O)=O)C=2OC)CCCCC1.[Na+], predict the reaction product. The product is: [CH2:1]([O:8][C:9]1[CH:10]=[CH:11][C:12]([CH2:16][N:17]2[C:25]3[C:20](=[C:21]([N+:26]([O-:28])=[O:27])[CH:22]=[CH:23][CH:24]=3)[C:19]([CH:30]3[CH2:32][CH2:31]3)=[N:18]2)=[N:13][C:14]=1[CH3:15])[C:2]1[CH:7]=[CH:6][CH:5]=[CH:4][CH:3]=1. (6) Given the reactants [C:1]([N:8]1[CH:12]=[CH:11]N=[CH:9]1)([N:3]1[CH:7]=[CH:6]N=C1)=[O:2].NCCCNCC[CH2:20][N:21]([CH2:29][CH:30]1[CH2:35][CH2:34][C:33]2[CH:36]=[CH:37][CH:38]=[CH:39][C:32]=2[O:31]1)[CH2:22][C:23]1[CH:28]=[CH:27][CH:26]=[CH:25][CH:24]=1, predict the reaction product. The product is: [O:31]1[C:32]2[CH:39]=[CH:38][CH:37]=[CH:36][C:33]=2[CH2:34][CH2:35][CH:30]1[CH2:29][N:21]([CH2:22][C:23]1[CH:24]=[CH:25][CH:26]=[CH:27][CH:28]=1)[CH2:20][CH2:11][CH2:12][N:8]1[CH2:9][CH2:6][CH2:7][NH:3][C:1]1=[O:2].